Dataset: Full USPTO retrosynthesis dataset with 1.9M reactions from patents (1976-2016). Task: Predict the reactants needed to synthesize the given product. (1) Given the product [C:6]1([C@H:16]([NH:18][CH2:26][CH:27]2[CH:31]([C:32]3[CH:33]=[CH:34][CH:35]=[CH:36][CH:37]=3)[CH2:30][N:29]([C:39]([O:41][CH2:42][CH3:43])=[O:40])[CH2:28]2)[CH3:17])[C:15]2[C:10](=[CH:11][CH:12]=[CH:13][CH:14]=2)[CH:9]=[CH:8][CH:7]=1, predict the reactants needed to synthesize it. The reactants are: C1COCC1.[C:6]1([C@H:16]([N:18]([CH2:26][CH:27]2[CH:31]([C:32]3[CH:37]=[CH:36][CH:35]=[CH:34][CH:33]=3)[CH2:30][NH:29][CH2:28]2)C(=O)OC(C)(C)C)[CH3:17])[C:15]2[C:10](=[CH:11][CH:12]=[CH:13][CH:14]=2)[CH:9]=[CH:8][CH:7]=1.Cl[C:39]([O:41][CH2:42][CH3:43])=[O:40].C(N(CC)CC)C. (2) Given the product [CH3:22][O:23][N:24]1[C:2]2[C:11]3[CH:10]=[CH:9][CH:8]=[CH:7][C:6]=3[N:5]=[CH:4][C:3]=2[N:12]=[C:13]1[C:14]1[CH:19]=[CH:18][CH:17]=[CH:16][CH:15]=1, predict the reactants needed to synthesize it. The reactants are: Cl[C:2]1[C:11]2[C:6](=[CH:7][CH:8]=[CH:9][CH:10]=2)[N:5]=[CH:4][C:3]=1[NH:12][C:13](=O)[C:14]1[CH:19]=[CH:18][CH:17]=[CH:16][CH:15]=1.Cl.[CH3:22][O:23][NH2:24].C(O)(C)C.C(O)C. (3) The reactants are: [F:1][C:2]1[C:7]([NH2:8])=[CH:6][CH:5]=[C:4]([F:9])[C:3]=1[NH:10][C:11]1[C:16]([C:17]2[N:25]=[CH:24][N:23]=[C:22]3[C:18]=2[N:19]=[CH:20][N:21]3[CH:26]2[CH2:31][CH2:30][CH2:29][CH2:28][O:27]2)=[CH:15][CH:14]=[CH:13][N:12]=1.[F:32][C:33]([F:45])([F:44])[C:34]1[CH:39]=[CH:38][C:37]([S:40](Cl)(=[O:42])=[O:41])=[CH:36][CH:35]=1.N1C=CC=CC=1. Given the product [F:1][C:2]1[C:3]([NH:10][C:11]2[C:16]([C:17]3[N:25]=[CH:24][N:23]=[C:22]4[C:18]=3[N:19]=[CH:20][N:21]4[CH:26]3[CH2:31][CH2:30][CH2:29][CH2:28][O:27]3)=[CH:15][CH:14]=[CH:13][N:12]=2)=[C:4]([F:9])[CH:5]=[CH:6][C:7]=1[NH:8][S:40]([C:37]1[CH:36]=[CH:35][C:34]([C:33]([F:32])([F:44])[F:45])=[CH:39][CH:38]=1)(=[O:42])=[O:41], predict the reactants needed to synthesize it. (4) Given the product [CH3:13][O:12][C:6]1[CH:5]=[C:4]2[C:9]([N:10]=[CH:11][C:2]([O:18][CH2:17][CH2:16][CH2:15][N:28]3[CH2:27][CH:26]([NH:25][C:24]([C:39]4[CH:40]=[CH:41][C:35]5[S:34][CH2:33][C:32](=[O:31])[NH:37][C:36]=5[CH:38]=4)=[O:30])[CH2:29]3)=[N:3]2)=[CH:8][CH:7]=1, predict the reactants needed to synthesize it. The reactants are: Cl[C:2]1[CH:11]=[N:10][C:9]2[C:4](=[CH:5][C:6]([O:12][CH3:13])=[CH:7][CH:8]=2)[N:3]=1.Br[CH2:15][CH2:16][CH2:17][OH:18].C(O[C:24](=[O:30])[NH:25][CH:26]1[CH2:29][NH:28][CH2:27]1)(C)(C)C.[O:31]=[C:32]1[NH:37][C:36]2[CH:38]=[C:39](C(O)=O)[CH:40]=[CH:41][C:35]=2[S:34][CH2:33]1.